The task is: Predict the product of the given reaction.. This data is from Forward reaction prediction with 1.9M reactions from USPTO patents (1976-2016). (1) Given the reactants [Cl:1][C:2]1[CH:3]=[C:4]([CH:8]=[C:9]([N+:12]([O-:14])=[O:13])[C:10]=1[CH3:11])[C:5]([OH:7])=[O:6].[O-:15][Mn](=O)(=O)=O.[K+].[OH2:21], predict the reaction product. The product is: [Cl:1][C:2]1[CH:3]=[C:4]([C:5]([OH:7])=[O:6])[CH:8]=[C:9]([N+:12]([O-:14])=[O:13])[C:10]=1[C:11]([OH:15])=[O:21]. (2) Given the reactants C(NC(C)C)(C)C.C([Li])CCC.[S:13]1[CH:17]=[CH:16][CH:15]=[C:14]1[C:18]([O:20][CH3:21])=[O:19].[CH2:22]([Sn:26](Cl)([CH2:31][CH2:32][CH2:33][CH3:34])[CH2:27][CH2:28][CH2:29][CH3:30])[CH2:23][CH2:24][CH3:25], predict the reaction product. The product is: [CH2:31]([Sn:26]([CH2:22][CH2:23][CH2:24][CH3:25])([CH2:27][CH2:28][CH2:29][CH3:30])[C:17]1[S:13][C:14]([C:18]([O:20][CH3:21])=[O:19])=[CH:15][CH:16]=1)[CH2:32][CH2:33][CH3:34]. (3) Given the reactants [NH2:1][C:2]1[CH:11]=[C:10]([S:12]([N:15]([C:28]2[N:29]=[CH:30][C:31]3[C:36]([C:37]=2[CH:38]2[CH2:40][CH2:39]2)=[CH:35][CH:34]=[CH:33][CH:32]=3)[CH2:16][C:17]2[CH:22]=[CH:21][C:20]([O:23][C:24]([F:27])([F:26])[F:25])=[CH:19][CH:18]=2)(=[O:14])=[O:13])[CH:9]=[CH:8][C:3]=1[C:4]([O:6]C)=[O:5].[H-].[Na+].[CH3:43]I.[OH-].[Na+].Cl, predict the reaction product. The product is: [CH:38]1([C:37]2[C:36]3[C:31](=[CH:32][CH:33]=[CH:34][CH:35]=3)[CH:30]=[N:29][C:28]=2[N:15]([CH2:16][C:17]2[CH:18]=[CH:19][C:20]([O:23][C:24]([F:25])([F:27])[F:26])=[CH:21][CH:22]=2)[S:12]([C:10]2[CH:9]=[CH:8][C:3]([C:4]([OH:6])=[O:5])=[C:2]([NH:1][CH3:43])[CH:11]=2)(=[O:14])=[O:13])[CH2:39][CH2:40]1. (4) Given the reactants Br[CH2:2][C:3](=O)[C@@H:4]1[C@:21]2([CH3:22])[C@H:7]([C@H:8]3[C@H:18]([CH2:19][CH2:20]2)[C@:16]2([CH3:17])[C@H:11]([CH2:12][C@@:13]([OH:24])([CH3:23])[CH2:14][CH2:15]2)[CH2:10][CH2:9]3)[CH2:6][CH2:5]1.[NH2:26][C:27]1[CH:32]=[CH:31][CH:30]=[CH:29][N:28]=1, predict the reaction product. The product is: [OH:24][C@:13]1([CH3:23])[CH2:14][CH2:15][C@@:16]2([CH3:17])[C@@H:11]([CH2:10][CH2:9][C@@H:8]3[C@@H:18]2[CH2:19][CH2:20][C@@:21]2([CH3:22])[C@H:7]3[CH2:6][CH2:5][C@@H:4]2[C:3]2[N:26]=[C:27]3[CH:32]=[CH:31][CH:30]=[CH:29][N:28]3[CH:2]=2)[CH2:12]1. (5) Given the reactants [CH3:1][C:2]1[CH:7]=[CH:6][CH:5]=[CH:4][C:3]=1[OH:8].[H-].[Na+].FC(F)(F)S(O[C:17]1[C:26]2[C:25](=[O:27])[N:24]([CH2:28][C:29]3[CH:34]=[CH:33][C:32]([O:35][CH3:36])=[CH:31][CH:30]=3)[C:23](=[O:37])[N:22]([C:38]3[CH:43]=[CH:42][C:41]([I:44])=[CH:40][C:39]=3[F:45])[C:21]=2[N:20]([CH3:46])[C:19](=[O:47])[CH:18]=1)(=O)=O, predict the reaction product. The product is: [CH3:1][C:2]1[CH:7]=[CH:6][CH:5]=[CH:4][C:3]=1[O:8][C:17]1[C:26]2[C:25](=[O:27])[N:24]([CH2:28][C:29]3[CH:30]=[CH:31][C:32]([O:35][CH3:36])=[CH:33][CH:34]=3)[C:23](=[O:37])[N:22]([C:38]3[CH:43]=[CH:42][C:41]([I:44])=[CH:40][C:39]=3[F:45])[C:21]=2[N:20]([CH3:46])[C:19](=[O:47])[CH:18]=1. (6) Given the reactants [Cl:1][C:2]1[C:6]2[CH:7]=[CH:8][CH:9]=[CH:10][C:5]=2[S:4][C:3]=1[C:11]([OH:13])=O.CN(C(ON1N=[N:29][C:24]2[CH:25]=[CH:26][CH:27]=[N:28][C:23]1=2)=[N+](C)C)C.F[P-](F)(F)(F)(F)F.[CH:38](N(CC)C(C)C)(C)[CH3:39], predict the reaction product. The product is: [ClH:1].[N:28]12[CH2:27][CH2:26][CH:25]([CH2:38][CH2:39]1)[C@@H:24]([NH:29][C:11]([C:3]1[S:4][C:5]3[CH:10]=[CH:9][CH:8]=[CH:7][C:6]=3[C:2]=1[Cl:1])=[O:13])[CH2:23]2.